Dataset: Forward reaction prediction with 1.9M reactions from USPTO patents (1976-2016). Task: Predict the product of the given reaction. (1) The product is: [N:19]1([CH2:18][C:15]2[CH:16]=[CH:17][C:12]([CH2:11][N:9]3[CH:10]=[C:3]4[C:4]([N:5]=[CH:6][N:7]=[C:2]4[NH:36][CH2:35][C:29]4[C:28]5[C:32](=[CH:33][CH:34]=[C:26]([O:25][CH3:24])[CH:27]=5)[NH:31][N:30]=4)=[N:8]3)=[CH:13][CH:14]=2)[CH:23]=[CH:22][CH:21]=[N:20]1. Given the reactants Cl[C:2]1[C:3]2[C:4](=[N:8][N:9]([CH2:11][C:12]3[CH:17]=[CH:16][C:15]([CH2:18][N:19]4[CH:23]=[CH:22][CH:21]=[N:20]4)=[CH:14][CH:13]=3)[CH:10]=2)[N:5]=[CH:6][N:7]=1.[CH3:24][O:25][C:26]1[CH:27]=[C:28]2[C:32](=[CH:33][CH:34]=1)[NH:31][N:30]=[C:29]2[CH2:35][NH2:36].C(N(C(C)C)CC)(C)C, predict the reaction product. (2) Given the reactants Cl[CH2:2][C:3]1[CH:8]=[CH:7][C:6]([C:9]2[S:17][C:16]3[C:11](=[N:12][CH:13]=[CH:14][C:15]=3[O:18][C:19]3[CH:24]=[CH:23][C:22]([N+:25]([O-:27])=[O:26])=[CH:21][C:20]=3[F:28])[CH:10]=2)=[CH:5][CH:4]=1.[NH:29]1[CH2:33][CH2:32][CH2:31][CH2:30]1, predict the reaction product. The product is: [F:28][C:20]1[CH:21]=[C:22]([N+:25]([O-:27])=[O:26])[CH:23]=[CH:24][C:19]=1[O:18][C:15]1[CH:14]=[CH:13][N:12]=[C:11]2[CH:10]=[C:9]([C:6]3[CH:5]=[CH:4][C:3]([CH2:2][N:29]4[CH2:33][CH2:32][CH2:31][CH2:30]4)=[CH:8][CH:7]=3)[S:17][C:16]=12. (3) Given the reactants [Cl:1][C:2]1[CH:7]=[CH:6][CH:5]=[CH:4][C:3]=1[C@H:8]([N:18]([C:34]1[CH:39]=[CH:38][CH:37]=[C:36]([F:40])[CH:35]=1)[C:19]([C@@H:21]1[CH2:25][C@@H:24]([OH:26])[CH2:23][N:22]1C(OC(C)(C)C)=O)=[O:20])[C:9]([NH:11][CH:12]1[CH2:15][C:14]([F:17])([F:16])[CH2:13]1)=[O:10].C(O)(C(F)(F)F)=O.C([O-])(O)=O.[Na+], predict the reaction product. The product is: [Cl:1][C:2]1[CH:7]=[CH:6][CH:5]=[CH:4][C:3]=1[C@H:8]([N:18]([C:34]1[CH:39]=[CH:38][CH:37]=[C:36]([F:40])[CH:35]=1)[C:19]([C@@H:21]1[CH2:25][C@@H:24]([OH:26])[CH2:23][NH:22]1)=[O:20])[C:9]([NH:11][CH:12]1[CH2:15][C:14]([F:16])([F:17])[CH2:13]1)=[O:10]. (4) The product is: [CH:32]1([NH:35][C:36]([C:38]2[C:46]3[CH:45]=[C:44]([C:47]4[C:52]([CH3:53])=[CH:51][N:50]=[C:49]([NH:21][CH2:22][CH2:23][CH2:24][N:25]5[CH2:30][CH2:29][NH:28][CH2:27][C@@H:26]5[CH3:31])[N:48]=4)[S:43][C:42]=3[CH:41]=[CH:40][CH:39]=2)=[O:37])[CH2:34][CH2:33]1. Given the reactants CNC(C1C2C=C(C3C(Cl)=CN=C([NH:21][CH2:22][CH2:23][CH2:24][N:25]4[CH2:30][CH2:29][NH:28][CH2:27][C@H:26]4[CH3:31])N=3)SC=2C=CC=1)=O.[CH:32]1([NH:35][C:36]([C:38]2[C:46]3[CH:45]=[C:44]([C:47]4[C:52]([CH3:53])=[CH:51][N:50]=[C:49](Cl)[N:48]=4)[S:43][C:42]=3[CH:41]=[CH:40][CH:39]=2)=[O:37])[CH2:34][CH2:33]1.C(OC(N1CCN(CCCN)[C@@H](C)C1)=O)(C)(C)C, predict the reaction product. (5) Given the reactants C[C@H]1CCCN1.C[C@H:8]1[CH2:12][CH2:11][CH2:10][N:9]1[C@H:13]1[CH2:17][CH2:16][NH:15][CH2:14]1, predict the reaction product. The product is: [N:9]1([C@@H:13]2[CH2:17][CH2:16][NH:15][CH2:14]2)[CH2:10][CH2:11][CH2:12][CH2:8]1. (6) Given the reactants [NH2:1][C@H:2]([C:25]1[CH:30]=[CH:29][C:28]([O:31][CH2:32][C:33](=[O:49])[N:34]([CH2:42][CH2:43][O:44][Si](C)(C)C)[CH2:35][CH2:36][O:37][Si](C)(C)C)=[CH:27][CH:26]=1)[C:3]([NH:5][C@H:6]([C:15]1[NH:19][C:18]2[CH:20]=[C:21]([I:24])[CH:22]=[CH:23][C:17]=2[N:16]=1)[C@H:7]([C:9]1[CH:14]=[CH:13][CH:12]=[CH:11][CH:10]=1)[CH3:8])=[O:4].[O:50]=[C:51](Cl)OC(Cl)(Cl)Cl, predict the reaction product. The product is: [OH:37][CH2:36][CH2:35][N:34]([CH2:42][CH2:43][OH:44])[C:33](=[O:49])[CH2:32][O:31][C:28]1[CH:29]=[CH:30][C:25]([C@@H:2]2[C:3](=[O:4])[N:5]([C@H:6]([C:15]3[NH:19][C:18]4[CH:20]=[C:21]([I:24])[CH:22]=[CH:23][C:17]=4[N:16]=3)[C@H:7]([C:9]3[CH:14]=[CH:13][CH:12]=[CH:11][CH:10]=3)[CH3:8])[C:51](=[O:50])[NH:1]2)=[CH:26][CH:27]=1.